Dataset: Tyrosyl-DNA phosphodiesterase HTS with 341,365 compounds. Task: Binary Classification. Given a drug SMILES string, predict its activity (active/inactive) in a high-throughput screening assay against a specified biological target. (1) The compound is s1c2c([nH]c(nc2=O)c2ccc(cc2)C)cc1. The result is 0 (inactive). (2) The compound is ClC=1C(OC(=O)C1Cl)NS(=O)(=O)c1ccc(cc1)C. The result is 0 (inactive). (3) The drug is o\1[nH]c(c(c1=C1/C(=O)C=C(OC)C=C1)c1cn(nc1)c1ccccc1)C. The result is 0 (inactive). (4) The result is 0 (inactive). The compound is FC(F)(F)c1cc(CC(OCC(=O)Nc2c(cccc2)C(=O)C)=O)ccc1. (5) The molecule is o1nc(cc1c1ccccc1)COC(=O)Nc1ccc(cc1)C. The result is 0 (inactive). (6) The molecule is s1c2CC(CCc2nc1NC(=O)COc1c(OC)cccc1)C. The result is 0 (inactive).